Dataset: Catalyst prediction with 721,799 reactions and 888 catalyst types from USPTO. Task: Predict which catalyst facilitates the given reaction. (1) Reactant: [Na].C([O:4][C:5]([C:7]1[N:8]=[N:9][NH:10][N:11]=1)=[O:6])C.Br[CH2:13][C:14]1[CH:18]=[C:17]([C:19]2[S:20][C:21]([Cl:24])=[CH:22][CH:23]=2)[O:16][N:15]=1. Product: [Cl:24][C:21]1[S:20][C:19]([C:17]2[O:16][N:15]=[C:14]([CH2:13][N:9]3[N:10]=[N:11][C:7]([C:5]([OH:4])=[O:6])=[N:8]3)[CH:18]=2)=[CH:23][CH:22]=1. The catalyst class is: 3. (2) Reactant: [NH2:1][C:2]1[N:6]=[C:5]([C:7]2[CH:12]=[CH:11][C:10]([NH:13][C:14](=[O:20])[O:15][C:16]([CH3:19])([CH3:18])[CH3:17])=[CH:9][CH:8]=2)[S:4][N:3]=1.C1N=CN([C:26](N2C=NC=C2)=[O:27])C=1.[C:33]1([CH:39]([C:51]2[CH:56]=[CH:55][CH:54]=[CH:53][CH:52]=2)[CH2:40][CH2:41][NH:42][CH2:43][CH2:44][C:45]2[CH:50]=[CH:49][CH:48]=[CH:47][N:46]=2)[CH:38]=[CH:37][CH:36]=[CH:35][CH:34]=1. Product: [C:33]1([CH:39]([C:51]2[CH:56]=[CH:55][CH:54]=[CH:53][CH:52]=2)[CH2:40][CH2:41][N:42]([CH2:43][CH2:44][C:45]2[CH:50]=[CH:49][CH:48]=[CH:47][N:46]=2)[C:26](=[O:27])[NH:1][C:2]2[N:6]=[C:5]([C:7]3[CH:8]=[CH:9][C:10]([NH:13][C:14](=[O:20])[O:15][C:16]([CH3:17])([CH3:19])[CH3:18])=[CH:11][CH:12]=3)[S:4][N:3]=2)[CH:34]=[CH:35][CH:36]=[CH:37][CH:38]=1. The catalyst class is: 241.